This data is from Catalyst prediction with 721,799 reactions and 888 catalyst types from USPTO. The task is: Predict which catalyst facilitates the given reaction. (1) Reactant: [Br:1][C:2]1[CH:7]=[CH:6][C:5]([C:8]2[N:9]([CH2:14][C@@H:15]3[CH2:19][CH2:18][N:17]([C:20]([CH:22]4[CH2:24][CH2:23]4)=[O:21])[CH2:16]3)[C:10](=[O:13])[NH:11][N:12]=2)=[C:4]([F:25])[CH:3]=1.[C:26]([O-])([O-])=O.[K+].[K+].IC. Product: [Br:1][C:2]1[CH:7]=[CH:6][C:5]([C:8]2[N:9]([CH2:14][C@@H:15]3[CH2:19][CH2:18][N:17]([C:20]([CH:22]4[CH2:23][CH2:24]4)=[O:21])[CH2:16]3)[C:10](=[O:13])[N:11]([CH3:26])[N:12]=2)=[C:4]([F:25])[CH:3]=1. The catalyst class is: 23. (2) Reactant: [CH3:1][O:2][C:3]1[CH:4]=[C:5]([CH:13]=[C:14]([C:18]2[CH:23]=[CH:22][C:21]([F:24])=[CH:20][CH:19]=2)[C:15]([OH:17])=O)[CH:6]=[C:7]([O:11][CH3:12])[C:8]=1[O:9][CH3:10].[CH2:25]([O:27][C:28](=[O:37])[C:29]1[CH:34]=[CH:33][C:32]([CH2:35][NH2:36])=[CH:31][CH:30]=1)[CH3:26].Cl.CCN=C=NCCCN(C)C.C1C=CC2N(O)N=NC=2C=1. Product: [F:24][C:21]1[CH:22]=[CH:23][C:18]([C:14](=[CH:13][C:5]2[CH:6]=[C:7]([O:11][CH3:12])[C:8]([O:9][CH3:10])=[C:3]([O:2][CH3:1])[CH:4]=2)[C:15]([NH:36][CH2:35][C:32]2[CH:31]=[CH:30][C:29]([C:28]([O:27][CH2:25][CH3:26])=[O:37])=[CH:34][CH:33]=2)=[O:17])=[CH:19][CH:20]=1. The catalyst class is: 3.